Dataset: Forward reaction prediction with 1.9M reactions from USPTO patents (1976-2016). Task: Predict the product of the given reaction. (1) The product is: [CH2:1]([N:8]1[CH2:12][C@H:11]([C:13]2[CH:18]=[CH:17][CH:16]=[CH:15][CH:14]=2)[C@@H:10]([CH2:19][OH:20])[CH2:9]1)[C:2]1[CH:3]=[CH:4][CH:5]=[CH:6][CH:7]=1. Given the reactants [CH2:1]([N:8]1[CH2:12][C@H:11]([C:13]2[CH:18]=[CH:17][CH:16]=[CH:15][CH:14]=2)[C@@H:10]([C:19](O)=[O:20])[CH2:9]1)[C:2]1[CH:7]=[CH:6][CH:5]=[CH:4][CH:3]=1.[H-].COCCO[Al+]OCCOC.[Na+].[H-].[OH-].[Na+], predict the reaction product. (2) Given the reactants [Br:1][C:2]1[CH:7]=[CH:6][CH:5]=[CH:4][C:3]=1[C:8](=[O:10])[CH3:9].[Br:11]Br, predict the reaction product. The product is: [Br:11][CH2:9][C:8]([C:3]1[CH:4]=[CH:5][CH:6]=[CH:7][C:2]=1[Br:1])=[O:10].[Br:1][C:2]1[CH:7]=[CH:6][CH:5]=[CH:4][C:3]=1[C:8](=[O:10])[CH3:9]. (3) Given the reactants [OH:1][C:2]1[C:11]2[C:6](=[CH:7][CH:8]=[CH:9][N:10]=2)[N:5]([CH2:12][CH2:13][N:14]([CH3:19])[S:15]([CH3:18])(=[O:17])=[O:16])[C:4](=[O:20])[C:3]=1[C:21](OC)=[O:22].[F:25][C:26]1[CH:33]=[CH:32][C:29]([CH2:30][NH2:31])=[CH:28][CH:27]=1, predict the reaction product. The product is: [F:25][C:26]1[CH:33]=[CH:32][C:29]([CH2:30][NH:31][C:21]([C:3]2[C:4](=[O:20])[N:5]([CH2:12][CH2:13][N:14]([CH3:19])[S:15]([CH3:18])(=[O:16])=[O:17])[C:6]3[C:11]([C:2]=2[OH:1])=[N:10][CH:9]=[CH:8][CH:7]=3)=[O:22])=[CH:28][CH:27]=1. (4) Given the reactants [CH3:1][N:2]1[C:11]2[C:10]3[CH:12]=[C:13]([O:16][CH:17]4[CH2:22][CH2:21][N:20]([CH3:23])[CH2:19][CH2:18]4)[CH:14]=[CH:15][C:9]=3[NH:8][C:7](=[O:24])[C:6]=2[CH2:5][CH2:4][CH2:3]1.O1CCOCC1.[ClH:31], predict the reaction product. The product is: [ClH:31].[ClH:31].[CH3:1][N:2]1[C:11]2[C:10]3[CH:12]=[C:13]([O:16][CH:17]4[CH2:18][CH2:19][N:20]([CH3:23])[CH2:21][CH2:22]4)[CH:14]=[CH:15][C:9]=3[NH:8][C:7](=[O:24])[C:6]=2[CH2:5][CH2:4][CH2:3]1. (5) Given the reactants [CH3:1][O:2][C:3](=[O:21])[C:4]1[CH:9]=[C:8]([C:10](=[O:15])[CH2:11][CH2:12][O:13][CH3:14])[C:7]([C:16]([F:19])([F:18])[F:17])=[CH:6][C:5]=1[NH2:20].[C:22](Cl)(Cl)=[O:23], predict the reaction product. The product is: [CH3:1][O:2][C:3](=[O:21])[C:4]1[CH:9]=[C:8]([C:10](=[O:15])[CH2:11][CH2:12][O:13][CH3:14])[C:7]([C:16]([F:17])([F:19])[F:18])=[CH:6][C:5]=1[N:20]=[C:22]=[O:23]. (6) Given the reactants [C:1]([C:3]1[CH:4]=[N:5][N:6]2[C:11](=[O:12])[C:10]([CH2:13][CH3:14])=[C:9]([C:15]([OH:17])=O)[N:8]([CH3:18])[C:7]=12)#[N:2].Cl.CN.[CH3:22][N:23](C(ON1N=NC2C=CC=NC1=2)=[N+](C)C)C.F[P-](F)(F)(F)(F)F.CCN(C(C)C)C(C)C, predict the reaction product. The product is: [C:1]([C:3]1[CH:4]=[N:5][N:6]2[C:11](=[O:12])[C:10]([CH2:13][CH3:14])=[C:9]([C:15]([NH:23][CH3:22])=[O:17])[N:8]([CH3:18])[C:7]=12)#[N:2]. (7) Given the reactants [CH3:1][O:2][C:3]1[CH:4]=[C:5]([CH2:11][C:12](=O)[CH2:13][CH2:14][CH3:15])[CH:6]=[CH:7][C:8]=1[O:9][CH3:10].C([O-])(=O)C.[NH4+].[BH3-]C#[N:24].[Na+].Cl, predict the reaction product. The product is: [CH3:1][O:2][C:3]1[CH:4]=[C:5]([CH2:11][CH:12]([NH2:24])[CH2:13][CH2:14][CH3:15])[CH:6]=[CH:7][C:8]=1[O:9][CH3:10].